From a dataset of Catalyst prediction with 721,799 reactions and 888 catalyst types from USPTO. Predict which catalyst facilitates the given reaction. (1) Reactant: Br[C:2]1[N:10]([CH2:11][CH:12]=[C:13]([CH3:15])[CH3:14])[C:9]2[C:8](=[O:16])[N:7]([CH2:17][C:18](=[O:25])[C:19]3[CH:24]=[CH:23][CH:22]=[CH:21][CH:20]=3)[C:6](=[O:26])[N:5]([CH3:27])[C:4]=2[N:3]=1.Cl.[NH2:29][CH2:30][C:31]1([SH:37])[CH2:36][CH2:35][CH2:34][CH2:33][CH2:32]1.C(=O)([O-])[O-].[Cs+].[Cs+]. Product: [NH2:29][CH2:30][C:31]1([S:37][C:2]2[N:10]([CH2:11][CH:12]=[C:13]([CH3:15])[CH3:14])[C:9]3[C:8](=[O:16])[N:7]([CH2:17][C:18](=[O:25])[C:19]4[CH:24]=[CH:23][CH:22]=[CH:21][CH:20]=4)[C:6](=[O:26])[N:5]([CH3:27])[C:4]=3[N:3]=2)[CH2:36][CH2:35][CH2:34][CH2:33][CH2:32]1. The catalyst class is: 9. (2) Reactant: Br[C:2]1[CH:3]=[C:4]([N:8]2[CH2:13][CH2:12][CH:11]([NH:14][C:15](=[O:18])[O:16][CH3:17])[CH2:10][CH2:9]2)[CH:5]=[CH:6][CH:7]=1.[B:19]1([B:19]2[O:23][C:22]([CH3:25])([CH3:24])[C:21]([CH3:27])([CH3:26])[O:20]2)[O:23][C:22]([CH3:25])([CH3:24])[C:21]([CH3:27])([CH3:26])[O:20]1.C(Cl)Cl.C([O-])(=O)C. Product: [CH3:26][C:21]1([CH3:27])[C:22]([CH3:25])([CH3:24])[O:23][B:19]([C:2]2[CH:3]=[C:4]([N:8]3[CH2:13][CH2:12][CH:11]([NH:14][C:15](=[O:18])[O:16][CH3:17])[CH2:10][CH2:9]3)[CH:5]=[CH:6][CH:7]=2)[O:20]1. The catalyst class is: 800. (3) Reactant: C([O:3][C:4]([C:6]1[CH:10]=[C:9]([C:11]2[CH:12]=[N:13][CH:14]=[CH:15][CH:16]=2)[NH:8][N:7]=1)=[O:5])C.CO.O[Li].O.Cl. Product: [N:13]1[CH:14]=[CH:15][CH:16]=[C:11]([C:9]2[NH:8][N:7]=[C:6]([C:4]([OH:5])=[O:3])[CH:10]=2)[CH:12]=1. The catalyst class is: 20. (4) Product: [Cl:1][C:2]1[N:6]=[C:5]([NH:21][C:20]2[CH:19]=[C:18]([Cl:17])[CH:24]=[C:23]([Cl:25])[CH:22]=2)[N:4]([CH2:8][C:9]2[CH:14]=[CH:13][C:12]([O:15][CH3:16])=[CH:11][CH:10]=2)[N:3]=1. Reactant: [Cl:1][C:2]1[N:6]=[C:5](Cl)[N:4]([CH2:8][C:9]2[CH:14]=[CH:13][C:12]([O:15][CH3:16])=[CH:11][CH:10]=2)[N:3]=1.[Cl:17][C:18]1[CH:19]=[C:20]([CH:22]=[C:23]([Cl:25])[CH:24]=1)[NH2:21].CC([O-])(C)C.[Na+]. The catalyst class is: 3. (5) Reactant: [CH2:1]([O:3][C:4]([C@@H:6]1[C@H:10]([CH3:11])[CH2:9][C@@H:8]([CH2:12][C:13](O)=[O:14])[CH2:7]1)=[O:5])[CH3:2]. Product: [OH:14][CH2:13][CH2:12][C@H:8]1[CH2:7][C@H:6]([C:4]([O:3][CH2:1][CH3:2])=[O:5])[C@H:10]([CH3:11])[CH2:9]1. The catalyst class is: 1. (6) Reactant: Cl.[CH3:2][C:3]1([CH3:21])[C:7]([CH3:9])([CH3:8])[O:6][B:5]([C:10]2[CH:11]=[N:12][N:13]([CH:15]3[CH2:20][CH2:19][NH:18][CH2:17][CH2:16]3)[CH:14]=2)[O:4]1.CCN(C(C)C)C(C)C.[CH3:31][N:32]([CH3:36])[C:33](Cl)=[O:34].CO. Product: [CH3:31][N:32]([CH3:36])[C:33]([N:18]1[CH2:19][CH2:20][CH:15]([N:13]2[CH:14]=[C:10]([B:5]3[O:6][C:7]([CH3:8])([CH3:9])[C:3]([CH3:21])([CH3:2])[O:4]3)[CH:11]=[N:12]2)[CH2:16][CH2:17]1)=[O:34]. The catalyst class is: 3. (7) Product: [Br:1][C:2]1[CH:3]=[C:4]([CH:9]=[C:10]([CH2:12][N:15]([CH3:16])[CH3:14])[CH:11]=1)[C:5]([O:7][CH3:8])=[O:6]. The catalyst class is: 2. Reactant: [Br:1][C:2]1[CH:3]=[C:4]([CH:9]=[C:10]([CH:12]=O)[CH:11]=1)[C:5]([O:7][CH3:8])=[O:6].[CH3:14][NH:15][CH3:16].O1CCCC1.C(O[BH-](OC(=O)C)OC(=O)C)(=O)C.[Na+].C(=O)(O)[O-].[Na+]. (8) Reactant: F[P-](F)(F)(F)(F)F.N1(OC(N(C)C)=[N+](C)C)C2N=CC=CC=2N=N1.[C:25]([O:29][C:30]([NH:32][C:33]1([C:48]([OH:50])=O)[CH2:38][CH2:37][N:36]([C:39]2[C:40]3[CH:47]=[CH:46][NH:45][C:41]=3[N:42]=[CH:43][N:44]=2)[CH2:35][CH2:34]1)=[O:31])([CH3:28])([CH3:27])[CH3:26].C(N(CC)C(C)C)(C)C.[Cl:60][C:61]1[CH:66]=[CH:65][C:64]([CH:67]([NH2:72])[CH2:68][CH2:69][NH:70][CH3:71])=[CH:63][CH:62]=1. Product: [Cl:60][C:61]1[CH:62]=[CH:63][C:64]([CH:67]([NH:72][C:48]([C:33]2([NH:32][C:30](=[O:31])[O:29][C:25]([CH3:28])([CH3:26])[CH3:27])[CH2:34][CH2:35][N:36]([C:39]3[C:40]4[CH:47]=[CH:46][NH:45][C:41]=4[N:42]=[CH:43][N:44]=3)[CH2:37][CH2:38]2)=[O:50])[CH2:68][CH2:69][NH:70][CH3:71])=[CH:65][CH:66]=1. The catalyst class is: 296. (9) Reactant: [CH3:1][N:2]([CH3:24])[CH2:3][CH2:4][O:5][C:6]1[CH:11]=[CH:10][C:9]([C:12]2[C:20]3[C:15](=[CH:16][CH:17]=[C:18]([C:21]([NH2:23])=O)[CH:19]=3)[NH:14][N:13]=2)=[CH:8][CH:7]=1.COC(OC)[N:28]([CH3:30])C.[NH2:33]N. Product: [NH:33]1[C:21]([C:18]2[CH:19]=[C:20]3[C:15](=[CH:16][CH:17]=2)[NH:14][N:13]=[C:12]3[C:9]2[CH:10]=[CH:11][C:6]([O:5][CH2:4][CH2:3][N:2]([CH3:24])[CH3:1])=[CH:7][CH:8]=2)=[N:23][CH:30]=[N:28]1. The catalyst class is: 15.